From a dataset of Forward reaction prediction with 1.9M reactions from USPTO patents (1976-2016). Predict the product of the given reaction. (1) Given the reactants C[N:2](C)/[CH:3]=[CH:4]/[C:5]([C:7]1[C:12](=[O:13])[CH:11]=[CH:10][N:9]([C:14]2[CH:19]=[CH:18][CH:17]=[C:16]([C:20]([F:23])([F:22])[F:21])[CH:15]=2)[N:8]=1)=O.[C:25]1([NH:31]N)[CH:30]=[CH:29][CH:28]=[CH:27][CH:26]=1, predict the reaction product. The product is: [C:25]1([N:31]2[C:5]([C:7]3[C:12](=[O:13])[CH:11]=[CH:10][N:9]([C:14]4[CH:19]=[CH:18][CH:17]=[C:16]([C:20]([F:23])([F:22])[F:21])[CH:15]=4)[N:8]=3)=[CH:4][CH:3]=[N:2]2)[CH:30]=[CH:29][CH:28]=[CH:27][CH:26]=1. (2) Given the reactants C([Si]([O:8][C:9]1[CH:14]=[CH:13][C:12](B2OC(C)(C)C(C)(C)O2)=[C:11]([O:24][CH3:25])[CH:10]=1)(C)C)(C)(C)C.Cl[C:27]1[N:28]=[N:29][C:30]([CH2:33][CH:34]2[CH2:39][C:38]([CH3:41])([CH3:40])[NH:37][C:36]([CH3:43])([CH3:42])[CH2:35]2)=[CH:31][CH:32]=1, predict the reaction product. The product is: [CH3:25][O:24][C:11]1[CH:10]=[C:9]([OH:8])[CH:14]=[CH:13][C:12]=1[C:27]1[N:28]=[N:29][C:30]([CH2:33][CH:34]2[CH2:35][C:36]([CH3:43])([CH3:42])[NH:37][C:38]([CH3:41])([CH3:40])[CH2:39]2)=[CH:31][CH:32]=1. (3) Given the reactants [CH2:1]([N:8]1[CH:16]=[C:15]2[C:10]([CH:11]=[C:12]([C:17]3[CH:18]=[C:19]([C:27]4[CH:32]=[CH:31][C:30]([N:33]5[CH2:38][CH2:37][NH:36][CH2:35][CH2:34]5)=[CH:29][CH:28]=4)[N:20]4[C:25]=3[C:24]([NH2:26])=[N:23][CH:22]=[N:21]4)[CH:13]=[CH:14]2)=[N:9]1)[C:2]1[CH:7]=[CH:6][CH:5]=[CH:4][CH:3]=1.I[CH2:40][CH2:41][CH3:42].C(=O)([O-])[O-].[K+].[K+], predict the reaction product. The product is: [CH2:1]([N:8]1[CH:16]=[C:15]2[C:10]([CH:11]=[C:12]([C:17]3[CH:18]=[C:19]([C:27]4[CH:32]=[CH:31][C:30]([N:33]5[CH2:38][CH2:37][N:36]([CH2:40][CH2:41][CH3:42])[CH2:35][CH2:34]5)=[CH:29][CH:28]=4)[N:20]4[C:25]=3[C:24]([NH2:26])=[N:23][CH:22]=[N:21]4)[CH:13]=[CH:14]2)=[N:9]1)[C:2]1[CH:7]=[CH:6][CH:5]=[CH:4][CH:3]=1. (4) Given the reactants C([O:4][C@H:5]1[C@@H:19]([O:20]C(=O)C)[C@H:18]([O:24]C(=O)C)[C@@H:17]([CH2:28][O:29]C(=O)C)[O:16][C@@H:6]1[O:7][C:8]1[CH:13]=[CH:12][C:11](I)=[CH:10][C:9]=1[Cl:15])(=O)C.[CH2:33]([O:40][C:41]1[CH:49]=[CH:48][CH:47]=[C:46]2[C:42]=1[CH:43]=[CH:44][NH:45]2)[C:34]1[CH:39]=[CH:38][CH:37]=[CH:36][CH:35]=1, predict the reaction product. The product is: [O:7]([C:8]1[CH:13]=[CH:12][C:11]([N:45]2[C:46]3[C:42](=[C:41]([O:40][CH2:33][C:34]4[CH:35]=[CH:36][CH:37]=[CH:38][CH:39]=4)[CH:49]=[CH:48][CH:47]=3)[CH:43]=[CH:44]2)=[CH:10][C:9]=1[Cl:15])[C@H:6]1[O:16][C@H:17]([CH2:28][OH:29])[C@@H:18]([OH:24])[C@H:19]([OH:20])[C@@H:5]1[OH:4]. (5) The product is: [C:5]1([C:3]2[N:4]=[C:23]([C:22]3[CH:26]=[C:18]([N+:15]([O-:17])=[O:16])[CH:19]=[CH:20][C:21]=3[OH:27])[O:1][N:2]=2)[C:14]2[C:9](=[CH:10][CH:11]=[CH:12][CH:13]=2)[CH:8]=[CH:7][N:6]=1. Given the reactants [OH:1][NH:2][C:3]([C:5]1[C:14]2[C:9](=[CH:10][CH:11]=[CH:12][CH:13]=2)[CH:8]=[CH:7][N:6]=1)=[NH:4].[N+:15]([C:18]1[CH:26]=[C:22]([C:23](O)=O)[C:21]([OH:27])=[CH:20][CH:19]=1)([O-:17])=[O:16], predict the reaction product. (6) Given the reactants CC(OI1(OC(C)=O)(OC(C)=O)OC(=O)C2C1=CC=CC=2)=O.[OH:23][CH2:24][CH2:25][C:26]1[CH:31]=[CH:30][C:29]([NH:32][C:33](=[O:39])[O:34][C:35]([CH3:38])([CH3:37])[CH3:36])=[CH:28][CH:27]=1.C([O-])(O)=O.[Na+].[O-]S([O-])(=S)=O.[Na+].[Na+], predict the reaction product. The product is: [O:23]=[CH:24][CH2:25][C:26]1[CH:27]=[CH:28][C:29]([NH:32][C:33](=[O:39])[O:34][C:35]([CH3:37])([CH3:36])[CH3:38])=[CH:30][CH:31]=1.